This data is from Reaction yield outcomes from USPTO patents with 853,638 reactions. The task is: Predict the reaction yield, written as a fraction of the theoretical maximum amount of product (1.0 means a 100% yield; for example, 0.34 means a 34% yield). The reactants are [CH3:1][O:2][C:3]1[CH:4]=[C:5]2[C:10](=[CH:11][C:12]=1[O:13][CH3:14])[N:9]=[CH:8][CH:7]=[C:6]2[O:15][C:16]1[CH:22]=[CH:21][C:19]([NH2:20])=[CH:18][CH:17]=1.Cl[C:24](Cl)([O:26][C:27](=[O:33])OC(Cl)(Cl)Cl)Cl.[C:35]1([CH2:41][CH2:42]CO)[CH:40]=[CH:39][CH:38]=[CH:37][CH:36]=1.C(=O)(O)[O-].[Na+]. The catalyst is C(Cl)Cl.C(N(CC)CC)C.C1(C)C=CC=CC=1. The product is [CH3:1][O:2][C:3]1[CH:4]=[C:5]2[C:10](=[CH:11][C:12]=1[O:13][CH3:14])[N:9]=[CH:8][CH:7]=[C:6]2[O:15][C:16]1[CH:22]=[CH:21][C:19]([NH:20][C:27](=[O:33])[O:26][CH2:24][CH2:42][CH2:41][C:35]2[CH:40]=[CH:39][CH:38]=[CH:37][CH:36]=2)=[CH:18][CH:17]=1. The yield is 0.640.